From a dataset of Forward reaction prediction with 1.9M reactions from USPTO patents (1976-2016). Predict the product of the given reaction. (1) Given the reactants C([O:3][C:4](=[O:17])[C:5]1[CH:10]=[CH:9][C:8]([NH:11][C:12]2[S:13][CH:14]=[CH:15][N:16]=2)=[CH:7][CH:6]=1)C.[OH-].[K+].Cl, predict the reaction product. The product is: [S:13]1[CH:14]=[CH:15][N:16]=[C:12]1[NH:11][C:8]1[CH:7]=[CH:6][C:5]([C:4]([OH:17])=[O:3])=[CH:10][CH:9]=1. (2) Given the reactants [F:1][C:2]([F:21])([C:11]1[CH:20]=[CH:19][C:18]2[C:13](=[CH:14][CH:15]=[CH:16][CH:17]=2)[CH:12]=1)[C:3]([C:5]1[CH:10]=[CH:9][CH:8]=[CH:7][CH:6]=1)=[O:4].[BH4-].[Na+], predict the reaction product. The product is: [F:1][C:2]([F:21])([C:11]1[CH:20]=[CH:19][C:18]2[C:13](=[CH:14][CH:15]=[CH:16][CH:17]=2)[CH:12]=1)[CH:3]([C:5]1[CH:6]=[CH:7][CH:8]=[CH:9][CH:10]=1)[OH:4]. (3) Given the reactants [OH-:1].[Na+:2].Cl[C:4]1[CH:17]=[CH:16][CH:15]=[C:14]([Cl:18])[C:5]=1[CH:6]=[C:7]1[S:11]C(=S)N[C:8]1=[O:13], predict the reaction product. The product is: [Cl:18][C:14]1[C:5]2[CH:6]=[C:7]([C:8]([O-:1])=[O:13])[S:11][C:4]=2[CH:17]=[CH:16][CH:15]=1.[Na+:2]. (4) Given the reactants [CH2:1]([O:3][C:4](=[O:34])[CH:5]([C:10]1[CH:11]=[C:12]([C:24]2[CH:29]=[CH:28][C:27]([C:30]([F:33])([F:32])[F:31])=[CH:26][CH:25]=2)[CH:13]=[C:14](OS(C(F)(F)F)(=O)=O)[CH:15]=1)[CH2:6][CH:7]([CH3:9])[CH3:8])[CH3:2].[N:35]1[CH:40]=[CH:39][C:38](B(O)O)=[CH:37][CH:36]=1.COCCOC.C([O-])([O-])=O.[Na+].[Na+], predict the reaction product. The product is: [CH2:1]([O:3][C:4](=[O:34])[CH:5]([C:10]1[CH:11]=[C:12]([C:24]2[CH:25]=[CH:26][C:27]([C:30]([F:32])([F:33])[F:31])=[CH:28][CH:29]=2)[CH:13]=[C:14]([C:38]2[CH:39]=[CH:40][N:35]=[CH:36][CH:37]=2)[CH:15]=1)[CH2:6][CH:7]([CH3:9])[CH3:8])[CH3:2]. (5) Given the reactants [H-].[Na+].[C:3]([O:7][C:8](=[O:15])[NH:9][N:10]1[CH:14]=[CH:13][CH:12]=[CH:11]1)([CH3:6])([CH3:5])[CH3:4].[CH2:16](Br)[C:17]1[CH:22]=[CH:21][CH:20]=[CH:19][CH:18]=1, predict the reaction product. The product is: [C:3]([O:7][C:8](=[O:15])[N:9]([CH2:16][C:17]1[CH:22]=[CH:21][CH:20]=[CH:19][CH:18]=1)[N:10]1[CH:14]=[CH:13][CH:12]=[CH:11]1)([CH3:6])([CH3:4])[CH3:5].